This data is from Forward reaction prediction with 1.9M reactions from USPTO patents (1976-2016). The task is: Predict the product of the given reaction. Given the reactants [O:1]1[C:10]2[C:5](=[CH:6][CH:7]=[CH:8][CH:9]=2)[C@H:4]([NH:11][C:12]([C@@H:14]2[CH2:19][N:18]3[CH2:20][C@H:21]([O:23][CH2:24][CH2:25][O:26][CH2:27][CH3:28])[CH2:22][C@@H:17]3[CH2:16][N:15]2C(OC(C)(C)C)=O)=[O:13])[CH2:3][CH2:2]1.Cl.COC1CCCC1.[C:44]([O:48][C:49]([NH:51][C@@H:52]([CH:56]1[CH2:61][CH2:60][CH2:59][CH2:58][CH2:57]1)[C:53](O)=[O:54])=[O:50])([CH3:47])([CH3:46])[CH3:45].Cl.C(N=C=NCCCN(C)C)C.ON1C2C=CC=CC=2N=N1.C(N(CC)C(C)C)(C)C, predict the reaction product. The product is: [C:44]([O:48][C:49](=[O:50])[NH:51][C@@H:52]([CH:56]1[CH2:57][CH2:58][CH2:59][CH2:60][CH2:61]1)[C:53]([N:15]1[C@H:14]([C:12](=[O:13])[NH:11][C@H:4]2[C:5]3[C:10](=[CH:9][CH:8]=[CH:7][CH:6]=3)[O:1][CH2:2][CH2:3]2)[CH2:19][N:18]2[CH2:20][C@H:21]([O:23][CH2:24][CH2:25][O:26][CH2:27][CH3:28])[CH2:22][C@@H:17]2[CH2:16]1)=[O:54])([CH3:47])([CH3:45])[CH3:46].